From a dataset of Forward reaction prediction with 1.9M reactions from USPTO patents (1976-2016). Predict the product of the given reaction. (1) Given the reactants [CH:1]1([N:7]([CH2:22][CH2:23][NH:24][CH2:25][CH2:26][C:27]2[C:32]3[O:33][CH2:34][C:35](=[O:37])[NH:36][C:31]=3[C:30]([OH:38])=[CH:29][CH:28]=2)[C:8](=[O:21])[CH2:9][CH2:10][NH:11]CC2C=CC(Cl)=C(Cl)C=2)[CH2:6][CH2:5][CH2:4]CC1.C1(N)CCCCC1.[Cl:46][C:47]1[CH:48]=[C:49]([CH2:54][CH2:55]N)[CH:50]=[CH:51][C:52]=1[Cl:53].ClC1C=C(CN)C=CC=1Cl, predict the reaction product. The product is: [CH:1]1([N:7]([CH2:22][CH2:23][NH:24][CH2:25][CH2:26][C:27]2[C:32]3[O:33][CH2:34][C:35](=[O:37])[NH:36][C:31]=3[C:30]([OH:38])=[CH:29][CH:28]=2)[C:8](=[O:21])[CH2:9][CH2:10][NH:11][CH2:55][CH2:54][C:49]2[CH:50]=[CH:51][C:52]([Cl:53])=[C:47]([Cl:46])[CH:48]=2)[CH2:4][CH2:5][CH2:6]1. (2) Given the reactants C(=O)([O-])[O-].[Cs+].[Cs+].[CH3:7][O:8][C:9]1[CH:32]=[C:31]([O:33][CH3:34])[CH:30]=[CH:29][C:10]=1[CH2:11][N:12]([CH2:18][C@H:19]1[CH2:28][C:27]2[C:22](=[CH:23][CH:24]=[CH:25][CH:26]=2)[CH2:21][NH:20]1)[C:13](=[O:17])[CH:14](Cl)[CH3:15].CCOC(C)=O.CO, predict the reaction product. The product is: [CH3:7][O:8][C:9]1[CH:32]=[C:31]([O:33][CH3:34])[CH:30]=[CH:29][C:10]=1[CH2:11][N:12]1[C:13](=[O:17])[CH:14]([CH3:15])[N:20]2[CH2:21][C:22]3[CH:23]=[CH:24][CH:25]=[CH:26][C:27]=3[CH2:28][C@@H:19]2[CH2:18]1. (3) Given the reactants [C:1]([C:5]1[CH:6]=[C:7]([NH:56][S:57]([CH3:60])(=[O:59])=[O:58])[C:8]([O:54][CH3:55])=[C:9]([NH:11][C:12](=[O:53])[NH:13][C:14]2[C:23]3[C:18](=[CH:19][CH:20]=[CH:21][CH:22]=3)[C:17]([O:24][C:25]3[CH:30]=[CH:29][N:28]=[C:27]([NH:31][C:32]4[CH:50]=[CH:49][C:35]([C:36]([NH:38][CH2:39][CH2:40][CH2:41][CH2:42][CH2:43][CH2:44][C:45]([O:47]C)=[O:46])=[O:37])=[C:34]([O:51][CH3:52])[CH:33]=4)[CH:26]=3)=[CH:16][CH:15]=2)[CH:10]=1)([CH3:4])([CH3:3])[CH3:2].[OH-].[Na+].CO.[ClH:65], predict the reaction product. The product is: [ClH:65].[C:1]([C:5]1[CH:6]=[C:7]([NH:56][S:57]([CH3:60])(=[O:58])=[O:59])[C:8]([O:54][CH3:55])=[C:9]([NH:11][C:12](=[O:53])[NH:13][C:14]2[C:23]3[C:18](=[CH:19][CH:20]=[CH:21][CH:22]=3)[C:17]([O:24][C:25]3[CH:30]=[CH:29][N:28]=[C:27]([NH:31][C:32]4[CH:50]=[CH:49][C:35]([C:36]([NH:38][CH2:39][CH2:40][CH2:41][CH2:42][CH2:43][CH2:44][C:45]([OH:47])=[O:46])=[O:37])=[C:34]([O:51][CH3:52])[CH:33]=4)[CH:26]=3)=[CH:16][CH:15]=2)[CH:10]=1)([CH3:4])([CH3:2])[CH3:3]. (4) Given the reactants [C:1]([O:7][CH2:8][N:9]1[C:13]2[N:14]=[CH:15][N:16]=[C:17](Cl)[C:12]=2[CH:11]=[CH:10]1)(=[O:6])[C:2]([CH3:5])([CH3:4])[CH3:3].O1CCOCC1.[CH2:25]([O:27][CH:28]([N:30]1[CH:34]=[C:33](B2OC(C)(C)C(C)(C)O2)[CH:32]=[N:31]1)[CH3:29])[CH3:26].O.C(=O)([O-])[O-].[K+].[K+], predict the reaction product. The product is: [C:1]([O:7][CH2:8][N:9]1[C:13]2[N:14]=[CH:15][N:16]=[C:17]([C:33]3[CH:32]=[N:31][N:30]([CH:28]([O:27][CH2:25][CH3:26])[CH3:29])[CH:34]=3)[C:12]=2[CH:11]=[CH:10]1)(=[O:6])[C:2]([CH3:5])([CH3:4])[CH3:3].